This data is from Reaction yield outcomes from USPTO patents with 853,638 reactions. The task is: Predict the reaction yield, written as a fraction of the theoretical maximum amount of product (1.0 means a 100% yield; for example, 0.34 means a 34% yield). The reactants are Cl[C:2]1[CH:7]=[CH:6][C:5]([N+:8]([O-:10])=[O:9])=[C:4]([O:11][CH3:12])[CH:3]=1.[CH3:13][CH:14]([N:16]1[CH2:21][CH2:20][NH:19][CH2:18][CH2:17]1)[CH3:15].CC1(C)C2C(=C(P(C3C=CC=CC=3)C3C=CC=CC=3)C=CC=2)OC2C(P(C3C=CC=CC=3)C3C=CC=CC=3)=CC=CC1=2.C([O-])([O-])=O.[Cs+].[Cs+]. The catalyst is O1CCOCC1.C(OCC)(=O)C.O.C1C=CC(/C=C/C(/C=C/C2C=CC=CC=2)=O)=CC=1.C1C=CC(/C=C/C(/C=C/C2C=CC=CC=2)=O)=CC=1.C1C=CC(/C=C/C(/C=C/C2C=CC=CC=2)=O)=CC=1.[Pd].[Pd]. The product is [CH3:13][CH:14]([N:16]1[CH2:21][CH2:20][N:19]([C:2]2[CH:7]=[CH:6][C:5]([N+:8]([O-:10])=[O:9])=[C:4]([O:11][CH3:12])[CH:3]=2)[CH2:18][CH2:17]1)[CH3:15]. The yield is 0.900.